Dataset: Reaction yield outcomes from USPTO patents with 853,638 reactions. Task: Predict the reaction yield, written as a fraction of the theoretical maximum amount of product (1.0 means a 100% yield; for example, 0.34 means a 34% yield). The reactants are [CH3:1][N:2]1[CH2:7][CH2:6][N:5]([CH2:8][C:9](=[S:11])[NH2:10])[CH2:4][CH2:3]1.[Cl:12][CH2:13][C:14]([CH2:16]Cl)=O.C(=O)(O)[O-].[Na+].S(Cl)(Cl)=O. The catalyst is C(Cl)(Cl)Cl. The product is [ClH:12].[Cl:12][CH2:13][C:14]1[N:10]=[C:9]([CH2:8][N:5]2[CH2:6][CH2:7][N:2]([CH3:1])[CH2:3][CH2:4]2)[S:11][CH:16]=1. The yield is 0.590.